Dataset: NCI-60 drug combinations with 297,098 pairs across 59 cell lines. Task: Regression. Given two drug SMILES strings and cell line genomic features, predict the synergy score measuring deviation from expected non-interaction effect. (1) Drug 1: CC1OCC2C(O1)C(C(C(O2)OC3C4COC(=O)C4C(C5=CC6=C(C=C35)OCO6)C7=CC(=C(C(=C7)OC)O)OC)O)O. Drug 2: CC12CCC3C(C1CCC2OP(=O)(O)O)CCC4=C3C=CC(=C4)OC(=O)N(CCCl)CCCl.[Na+]. Cell line: MDA-MB-435. Synergy scores: CSS=18.7, Synergy_ZIP=-2.46, Synergy_Bliss=1.83, Synergy_Loewe=-3.13, Synergy_HSA=0.119. (2) Drug 1: C1CCN(CC1)CCOC2=CC=C(C=C2)C(=O)C3=C(SC4=C3C=CC(=C4)O)C5=CC=C(C=C5)O. Drug 2: COC1=C2C(=CC3=C1OC=C3)C=CC(=O)O2. Cell line: T-47D. Synergy scores: CSS=11.2, Synergy_ZIP=4.05, Synergy_Bliss=0.873, Synergy_Loewe=-2.00, Synergy_HSA=1.12. (3) Drug 1: CC1CCC2CC(C(=CC=CC=CC(CC(C(=O)C(C(C(=CC(C(=O)CC(OC(=O)C3CCCCN3C(=O)C(=O)C1(O2)O)C(C)CC4CCC(C(C4)OC)OCCO)C)C)O)OC)C)C)C)OC. Drug 2: CCN(CC)CCCC(C)NC1=C2C=C(C=CC2=NC3=C1C=CC(=C3)Cl)OC. Cell line: SR. Synergy scores: CSS=73.8, Synergy_ZIP=0.890, Synergy_Bliss=2.58, Synergy_Loewe=-4.23, Synergy_HSA=2.04. (4) Drug 1: CC(CN1CC(=O)NC(=O)C1)N2CC(=O)NC(=O)C2. Drug 2: CNC(=O)C1=NC=CC(=C1)OC2=CC=C(C=C2)NC(=O)NC3=CC(=C(C=C3)Cl)C(F)(F)F. Cell line: NCI-H460. Synergy scores: CSS=56.1, Synergy_ZIP=-0.919, Synergy_Bliss=-3.66, Synergy_Loewe=-3.32, Synergy_HSA=-2.36. (5) Drug 1: CN(C)N=NC1=C(NC=N1)C(=O)N. Drug 2: COC1=NC(=NC2=C1N=CN2C3C(C(C(O3)CO)O)O)N. Cell line: SN12C. Synergy scores: CSS=-1.50, Synergy_ZIP=0.390, Synergy_Bliss=-0.757, Synergy_Loewe=-2.87, Synergy_HSA=-2.30.